This data is from Full USPTO retrosynthesis dataset with 1.9M reactions from patents (1976-2016). The task is: Predict the reactants needed to synthesize the given product. (1) The reactants are: [C:1]([OH:11])(=[O:10])[C:2]1[NH:9][C:7](=[O:8])[NH:6][C:4](=[O:5])[CH:3]=1.[OH-].[Na+:13].CCO. Given the product [C:1]([O-:11])(=[O:10])[C:2]1[NH:9][C:7](=[O:8])[NH:6][C:4](=[O:5])[CH:3]=1.[Na+:13], predict the reactants needed to synthesize it. (2) Given the product [F:17][C:14]1[CH:15]=[CH:16][C:11]([S:8]([C:6]2[N:7]=[C:2]([NH:31][C:28]3[CH:27]=[C:26]([CH3:25])[NH:30][N:29]=3)[C:3]3[CH:20]=[CH:19][N:18]([CH2:21][CH2:22][O:23][CH3:24])[C:4]=3[N:5]=2)(=[O:10])=[O:9])=[CH:12][CH:13]=1, predict the reactants needed to synthesize it. The reactants are: Cl[C:2]1[C:3]2[CH:20]=[CH:19][N:18]([CH2:21][CH2:22][O:23][CH3:24])[C:4]=2[N:5]=[C:6]([S:8]([C:11]2[CH:16]=[CH:15][C:14]([F:17])=[CH:13][CH:12]=2)(=[O:10])=[O:9])[N:7]=1.[CH3:25][C:26]1[NH:30][N:29]=[C:28]([NH2:31])[CH:27]=1.[I-].[Na+].CCN(C(C)C)C(C)C.